This data is from Full USPTO retrosynthesis dataset with 1.9M reactions from patents (1976-2016). The task is: Predict the reactants needed to synthesize the given product. (1) Given the product [CH3:63][O:62][C:60]1[CH:59]=[C:36]([CH:35]=[C:34]([O:33][CH3:32])[CH:61]=1)[CH2:37][CH:38]1[C:46]2[C:41](=[CH:42][CH:43]=[CH:44][C:45]=2[O:47][CH2:48][C:49]2[CH:58]=[CH:57][C:52]([C:53]([O:55][CH3:56])=[O:54])=[CH:51][CH:50]=2)[CH2:40][CH2:39]1, predict the reactants needed to synthesize it. The reactants are: COC1C=C(C=C(OC)C=1)CC1C2C(=CC=CC=2CCC2C=CC(C(O)=O)=CC=2)CC1.[CH3:32][O:33][C:34]1[CH:35]=[C:36]([CH:59]=[C:60]([O:62][CH3:63])[CH:61]=1)[CH2:37][C:38]1[C:46]2[C:41](=[CH:42][CH:43]=[CH:44][C:45]=2[O:47][CH2:48][C:49]2[CH:58]=[CH:57][C:52]([C:53]([O:55][CH3:56])=[O:54])=[CH:51][CH:50]=2)[CH2:40][CH:39]=1. (2) Given the product [CH3:1][O:2][C:3]1[O:7][C:6](=[O:8])[N:5]([C:9]2[CH:14]=[CH:13][C:12]([N:15]3[CH2:19][CH2:18][CH2:17][C:16]3=[O:21])=[C:11]([CH3:22])[CH:10]=2)[N:4]=1, predict the reactants needed to synthesize it. The reactants are: [CH3:1][O:2][C:3]1[O:7][C:6](=[O:8])[N:5]([C:9]2[CH:14]=[CH:13][C:12]([NH:15][C:16](=[O:21])[CH2:17][CH2:18][CH2:19]Cl)=[C:11]([CH3:22])[CH:10]=2)[N:4]=1.[H-].[Na+]. (3) The reactants are: [F:1][C:2]1[CH:7]=[CH:6][C:5]([C:8]2[NH:9][CH:10]=[CH:11][C:12]=2[C:13]2[CH:18]=[CH:17][N:16]=[C:15]([NH:19][CH3:20])[N:14]=2)=[CH:4][CH:3]=1.O([Si:29]([CH:36]([CH3:38])[CH3:37])([CH:33]([CH3:35])[CH3:34])[CH:30]([CH3:32])[CH3:31])S(C(F)(F)F)(=O)=O. Given the product [F:1][C:2]1[CH:3]=[CH:4][C:5]([C:8]2[N:9]([Si:29]([CH:36]([CH3:38])[CH3:37])([CH:33]([CH3:35])[CH3:34])[CH:30]([CH3:32])[CH3:31])[CH:10]=[CH:11][C:12]=2[C:13]2[CH:18]=[CH:17][N:16]=[C:15]([NH:19][CH3:20])[N:14]=2)=[CH:6][CH:7]=1, predict the reactants needed to synthesize it. (4) The reactants are: C(N(CC)C(C)C)(C)C.[CH3:10][NH:11][CH2:12][CH:13]([C:15]1[CH:16]=[N:17][CH:18]=[CH:19][CH:20]=1)[OH:14].[Cl:21][C:22]1[CH:44]=[CH:43][C:25]([CH2:26][NH:27][C:28]([C:30]2[C:31](=[O:42])[C:32]3[CH:39]=[C:38]([CH2:40]Cl)[O:37][C:33]=3[N:34]([CH3:36])[CH:35]=2)=[O:29])=[CH:24][CH:23]=1.O. Given the product [Cl:21][C:22]1[CH:44]=[CH:43][C:25]([CH2:26][NH:27][C:28]([C:30]2[C:31](=[O:42])[C:32]3[CH:39]=[C:38]([CH2:40][N:11]([CH2:12][CH:13]([OH:14])[C:15]4[CH:16]=[N:17][CH:18]=[CH:19][CH:20]=4)[CH3:10])[O:37][C:33]=3[N:34]([CH3:36])[CH:35]=2)=[O:29])=[CH:24][CH:23]=1, predict the reactants needed to synthesize it.